Dataset: Catalyst prediction with 721,799 reactions and 888 catalyst types from USPTO. Task: Predict which catalyst facilitates the given reaction. Reactant: C([N:20]1[CH:24]=[C:23]([C:25]2[C:26]([O:31][C:32]3[CH:37]=[CH:36][C:35]([NH2:38])=[CH:34][CH:33]=3)=[N:27][CH:28]=[CH:29][CH:30]=2)[CH:22]=[N:21]1)(C1C=CC=CC=1)(C1C=CC=CC=1)C1C=CC=CC=1.FC(F)(F)C(O)=O. Product: [NH:20]1[CH:24]=[C:23]([C:25]2[C:26]([O:31][C:32]3[CH:37]=[CH:36][C:35]([NH2:38])=[CH:34][CH:33]=3)=[N:27][CH:28]=[CH:29][CH:30]=2)[CH:22]=[N:21]1. The catalyst class is: 5.